From a dataset of Forward reaction prediction with 1.9M reactions from USPTO patents (1976-2016). Predict the product of the given reaction. (1) Given the reactants C([O-])(=O)C.[K+].[Cl:6][C:7]1[CH:12]=[C:11](Cl)[N:10]=[C:9]2[N:14]([CH3:17])[N:15]=[CH:16][C:8]=12.[C:18]([C:20]1[C:21]([F:29])=[C:22](B(O)O)[CH:23]=[CH:24][CH:25]=1)#[N:19], predict the reaction product. The product is: [Cl:6][C:7]1[CH:12]=[C:11]([C:22]2[C:21]([F:29])=[C:20]([CH:25]=[CH:24][CH:23]=2)[C:18]#[N:19])[N:10]=[C:9]2[N:14]([CH3:17])[N:15]=[CH:16][C:8]=12. (2) Given the reactants [Br:1][C:2]1[CH:7]=[CH:6][CH:5]=[CH:4][C:3]=1[O:8][CH:9]1[CH2:12][N:11]([C:13]2[N:18]=[N:17][C:16]([C:19]([NH:21][NH2:22])=[O:20])=[CH:15][CH:14]=2)[CH2:10]1.[C:23]([O:26][CH2:27][C:28](Cl)=[O:29])(=[O:25])[CH3:24], predict the reaction product. The product is: [C:23]([O:26][CH2:27][C:28]([NH:22][NH:21][C:19]([C:16]1[N:17]=[N:18][C:13]([N:11]2[CH2:12][CH:9]([O:8][C:3]3[CH:4]=[CH:5][CH:6]=[CH:7][C:2]=3[Br:1])[CH2:10]2)=[CH:14][CH:15]=1)=[O:20])=[O:29])(=[O:25])[CH3:24]. (3) Given the reactants FC(F)(F)C([O-])=O.[Br:8][C:9]1[C:21]2[C:20]3[CH2:19][CH2:18][NH2+:17][CH2:16][C:15]=3[CH:14]=[N:13][C:12]=2[NH:11][N:10]=1.[N:22]([C:25]1[CH:26]=[C:27]([CH:36]=[CH:37][CH:38]=1)[O:28][C:29]1[CH:34]=[N:33][CH:32]=[C:31]([CH3:35])[N:30]=1)=[C:23]=[O:24], predict the reaction product. The product is: [Br:8][C:9]1[C:21]2[C:20]3[CH2:19][CH2:18][N:17]([C:23]([NH:22][C:25]4[CH:38]=[CH:37][CH:36]=[C:27]([O:28][C:29]5[CH:34]=[N:33][CH:32]=[C:31]([CH3:35])[N:30]=5)[CH:26]=4)=[O:24])[CH2:16][C:15]=3[CH:14]=[N:13][C:12]=2[NH:11][N:10]=1. (4) Given the reactants Br[C:2]1[O:3][C:4]([CH3:7])=[N:5][N:6]=1.C([Mg]Cl)(C)C.[CH:13]1([CH2:16]/[C:17](=[N:19]\[S:20]([C:22]([CH3:25])([CH3:24])[CH3:23])=[O:21])/[CH3:18])[CH2:15][CH2:14]1.C[Al](C)C.CCCCCCC, predict the reaction product. The product is: [CH:13]1([CH2:16][C:17]([NH:19][S:20]([C:22]([CH3:23])([CH3:25])[CH3:24])=[O:21])([CH3:18])[C:2]2[O:3][C:4]([CH3:7])=[N:5][N:6]=2)[CH2:14][CH2:15]1. (5) Given the reactants [I:1][C:2]1[C:7]2[C:8](=[O:19])[C:9]3[CH:16]=[CH:15][CH:14]=[C:13]([CH2:17][OH:18])[C:10]=3[CH2:11][CH2:12][C:6]=2[CH:5]=[CH:4][CH:3]=1, predict the reaction product. The product is: [I:1][C:2]1[C:7]2[C:8](=[O:19])[C:9]3[CH:16]=[CH:15][CH:14]=[C:13]([CH:17]=[O:18])[C:10]=3[CH2:11][CH2:12][C:6]=2[CH:5]=[CH:4][CH:3]=1. (6) Given the reactants [Cl:1][C:2]1[CH:7]=[C:6]([F:8])[CH:5]=[CH:4][C:3]=1[NH:9][S:10]([CH:13]1[C:18]([C:19]([O:21][CH2:22][CH3:23])=[O:20])=[CH:17][CH2:16][CH2:15][CH2:14]1)(=[O:12])=[O:11].I[CH2:25][O:26][C:27]([O:29][C@@H:30]([CH3:41])[C:31]([O:33][CH2:34][C:35]1[CH:40]=[CH:39][CH:38]=[CH:37][CH:36]=1)=[O:32])=[O:28].C(=O)([O-])[O-].[K+].[K+], predict the reaction product. The product is: [CH2:34]([O:33][C:31](=[O:32])[C@H:30]([CH3:41])[O:29][C:27]([O:26][CH2:25][N:9]([C:3]1[CH:4]=[CH:5][C:6]([F:8])=[CH:7][C:2]=1[Cl:1])[S:10]([CH:13]1[C:18]([C:19]([O:21][CH2:22][CH3:23])=[O:20])=[CH:17][CH2:16][CH2:15][CH2:14]1)(=[O:11])=[O:12])=[O:28])[C:35]1[CH:36]=[CH:37][CH:38]=[CH:39][CH:40]=1.